From a dataset of Full USPTO retrosynthesis dataset with 1.9M reactions from patents (1976-2016). Predict the reactants needed to synthesize the given product. (1) The reactants are: [F:1][C:2]([F:12])([F:11])[CH:3]1[O:8][CH2:7][CH:6]([CH2:9][OH:10])[CH2:5][O:4]1.C1C=C[NH+]=CC=1.[O-][Cr](Cl)(=O)=O.CCOCC. Given the product [F:12][C:2]([F:1])([F:11])[CH:3]1[O:4][CH2:5][CH:6]([CH:9]=[O:10])[CH2:7][O:8]1, predict the reactants needed to synthesize it. (2) The reactants are: C([O:8][C:9]([C:11]1[CH:15]=[C:14]([Br:16])[S:13][C:12]=1[C:17]1[CH:22]=[CH:21][C:20]([C:23]2[CH:28]=[CH:27][C:26]([C:29]3([C:32]([O:34][CH2:35][CH3:36])=[O:33])[CH2:31][CH2:30]3)=[CH:25][CH:24]=2)=[CH:19][CH:18]=1)=[O:10])C1C=CC=CC=1.B(Br)(Br)Br.C(Cl)Cl. Given the product [Br:16][C:14]1[S:13][C:12]([C:17]2[CH:18]=[CH:19][C:20]([C:23]3[CH:28]=[CH:27][C:26]([C:29]4([C:32]([O:34][CH2:35][CH3:36])=[O:33])[CH2:31][CH2:30]4)=[CH:25][CH:24]=3)=[CH:21][CH:22]=2)=[C:11]([C:9]([OH:10])=[O:8])[CH:15]=1, predict the reactants needed to synthesize it. (3) Given the product [CH3:17][C@H:18]1[CH2:23][CH2:22][CH2:21][CH2:20][N:19]1[C:2]1[C:3](=[O:16])[NH:4][C:5]2[C:10]([N:11]=1)=[CH:9][C:8]([C:12]([O:14][CH3:15])=[O:13])=[CH:7][CH:6]=2, predict the reactants needed to synthesize it. The reactants are: Cl[C:2]1[C:3](=[O:16])[NH:4][C:5]2[C:10]([N:11]=1)=[CH:9][C:8]([C:12]([O:14][CH3:15])=[O:13])=[CH:7][CH:6]=2.[CH3:17][C@H:18]1[CH2:23][CH2:22][CH2:21][CH2:20][NH:19]1.CCN(C(C)C)C(C)C. (4) Given the product [CH3:24][C:22]1([CH3:25])[CH2:23][C@H:18]([O:17][C:13]2[C:14]([F:16])=[CH:15][C:10]([S:7]([NH:6][C:33]3[CH:38]=[CH:37][N:36]=[CH:35][N:34]=3)(=[O:8])=[O:9])=[C:11]([F:32])[CH:12]=2)[C@@H:19]([C:26]2[N:30]([CH3:31])[N:29]=[CH:28][CH:27]=2)[CH2:20][CH2:21]1, predict the reactants needed to synthesize it. The reactants are: COC1C=C(OC)C=CC=1C[N:6]([C:33]1[CH:38]=[CH:37][N:36]=[CH:35][N:34]=1)[S:7]([C:10]1[CH:15]=[C:14]([F:16])[C:13]([O:17][C@H:18]2[CH2:23][C:22]([CH3:25])([CH3:24])[CH2:21][CH2:20][C@@H:19]2[C:26]2[N:30]([CH3:31])[N:29]=[CH:28][CH:27]=2)=[CH:12][C:11]=1[F:32])(=[O:9])=[O:8].C([SiH](CC)CC)C.FC(F)(F)C(O)=O. (5) Given the product [F:1][C:2]([F:31])([F:30])[C:3]1[CH:4]=[C:5]([C@H:13]2[O:18][C:17](=[O:19])[N:16]([CH2:20][C:21]3[C:26]([C:36]4[CH:37]=[C:38]([CH:39]([CH3:41])[CH3:40])[C:33]([F:32])=[CH:34][C:35]=4[O:45][CH3:46])=[CH:25][CH:24]=[C:23]([Cl:28])[N:22]=3)[C@@H:15]([CH3:29])[CH2:14]2)[CH:6]=[C:7]([C:9]([F:12])([F:11])[F:10])[CH:8]=1, predict the reactants needed to synthesize it. The reactants are: [F:1][C:2]([F:31])([F:30])[C:3]1[CH:4]=[C:5]([C@H:13]2[O:18][C:17](=[O:19])[N:16]([CH2:20][C:21]3[C:26](Br)=[CH:25][CH:24]=[C:23]([Cl:28])[N:22]=3)[C@@H:15]([CH3:29])[CH2:14]2)[CH:6]=[C:7]([C:9]([F:12])([F:11])[F:10])[CH:8]=1.[F:32][C:33]1[C:38]([CH:39]([CH3:41])[CH3:40])=[CH:37][C:36](B(O)O)=[C:35]([O:45][CH3:46])[CH:34]=1.